From a dataset of Forward reaction prediction with 1.9M reactions from USPTO patents (1976-2016). Predict the product of the given reaction. Given the reactants [CH3:1][O:2][C:3]1[CH:28]=[CH:27][C:6]([CH2:7][N:8]2[C:12]3=[N:13][CH:14]=[CH:15][C:16]([O:17][C:18]4[CH:23]=[CH:22][C:21]([NH2:24])=[CH:20][C:19]=4[F:25])=[C:11]3[C:10](I)=[N:9]2)=[CH:5][CH:4]=1.[CH3:29][O:30][CH2:31][CH2:32][N:33]1[CH2:38][CH2:37][CH:36]([NH2:39])[CH2:35][CH2:34]1.N1CCC[C@H]1C(O)=O.C([O-])([O-])=O.[K+].[K+], predict the reaction product. The product is: [CH3:1][O:2][C:3]1[CH:28]=[CH:27][C:6]([CH2:7][N:8]2[C:12]3=[N:13][CH:14]=[CH:15][C:16]([O:17][C:18]4[CH:23]=[CH:22][C:21]([NH2:24])=[CH:20][C:19]=4[F:25])=[C:11]3[C:10]([NH:39][CH:36]3[CH2:37][CH2:38][N:33]([CH2:32][CH2:31][O:30][CH3:29])[CH2:34][CH2:35]3)=[N:9]2)=[CH:5][CH:4]=1.